Dataset: Retrosynthesis with 50K atom-mapped reactions and 10 reaction types from USPTO. Task: Predict the reactants needed to synthesize the given product. (1) The reactants are: C1COCCN1.O=[N+]([O-])c1ccc(CBr)cc1. Given the product O=[N+]([O-])c1ccc(CN2CCOCC2)cc1, predict the reactants needed to synthesize it. (2) The reactants are: CC(C)(C)OC(=O)NCCC1CCNCC1.N#Cc1ccc(Oc2ccc(C(=O)O)c(Oc3ccc(F)cc3)n2)cc1. Given the product CC(C)(C)OC(=O)NCCC1CCN(C(=O)c2ccc(Oc3ccc(C#N)cc3)nc2Oc2ccc(F)cc2)CC1, predict the reactants needed to synthesize it.